Dataset: Catalyst prediction with 721,799 reactions and 888 catalyst types from USPTO. Task: Predict which catalyst facilitates the given reaction. (1) Reactant: [CH3:1][C:2]1[CH:3]=[C:4]([NH2:10])[C:5]([NH2:9])=[CH:6][C:7]=1[CH3:8].[NH:11]1[C:19]2[CH2:18][CH2:17][CH2:16][CH2:15][C:14]=2[C:13]([C:20](O)=O)=[N:12]1.C(OCC)(=O)C. The catalyst class is: 81. Product: [CH3:1][C:2]1[C:7]([CH3:8])=[CH:6][C:5]2[NH:9][C:20]([C:13]3[C:14]4[CH2:15][CH2:16][CH2:17][CH2:18][C:19]=4[NH:11][N:12]=3)=[N:10][C:4]=2[CH:3]=1. (2) Reactant: C[C:2]1[C:3]([C:24]([OH:26])=[O:25])=[C:4]([C:18]2C=NC=NC=2)[CH:5]=[C:6]([C:8]2[CH:13]=[CH:12][CH:11]=[C:10]([C:14]([F:17])([F:16])[F:15])[CH:9]=2)[CH:7]=1.[N:27]1[CH:32]=[CH:31][CH:30]=[C:29](B(O)O)[CH:28]=1.P([O-])([O-])([O-])=O.[K+].[K+].[K+].[CH3:44]N(C=O)C. Product: [CH3:44][O:26][C:24]([C:3]1[C:4]([CH3:18])=[CH:5][C:6]([C:8]2[CH:13]=[CH:12][CH:11]=[C:10]([C:14]([F:16])([F:17])[F:15])[CH:9]=2)=[CH:7][C:2]=1[C:29]1[CH:28]=[N:27][CH:32]=[CH:31][CH:30]=1)=[O:25]. The catalyst class is: 492. (3) Reactant: [Si]([O:8][CH2:9][CH2:10][CH2:11][CH2:12][CH2:13][CH2:14][CH2:15][CH2:16][CH:17]1[C:26]2[C:21](=[CH:22][C:23]([O:27][CH3:28])=[CH:24][CH:25]=2)[S:20][CH2:19][C:18]1([C:30]1[CH:35]=[CH:34][C:33]([O:36][CH3:37])=[CH:32][CH:31]=1)[CH3:29])(C(C)(C)C)(C)C.[F-].C([N+](CCCC)(CCCC)CCCC)CCC. Product: [OH:8][CH2:9][CH2:10][CH2:11][CH2:12][CH2:13][CH2:14][CH2:15][CH2:16][CH:17]1[C:26]2[C:21](=[CH:22][C:23]([O:27][CH3:28])=[CH:24][CH:25]=2)[S:20][CH2:19][C:18]1([C:30]1[CH:35]=[CH:34][C:33]([O:36][CH3:37])=[CH:32][CH:31]=1)[CH3:29]. The catalyst class is: 7. (4) Reactant: [Cl:1][C:2]1[CH:7]=[CH:6][C:5]([C:8]2([C:11]([N:13]3[CH2:17][C@H:16]([S:18]([C:21]4[CH:26]=[CH:25][CH:24]=[CH:23][C:22]=4[Cl:27])(=[O:20])=[O:19])[CH2:15][C@H:14]3[C:28]([O:30]C)=[O:29])=[O:12])[CH2:10][CH2:9]2)=[CH:4][CH:3]=1.C1COCC1.O.[OH-].[Li+]. Product: [Cl:1][C:2]1[CH:7]=[CH:6][C:5]([C:8]2([C:11]([N:13]3[CH2:17][C@H:16]([S:18]([C:21]4[CH:26]=[CH:25][CH:24]=[CH:23][C:22]=4[Cl:27])(=[O:20])=[O:19])[CH2:15][C@H:14]3[C:28]([OH:30])=[O:29])=[O:12])[CH2:10][CH2:9]2)=[CH:4][CH:3]=1. The catalyst class is: 72. (5) Reactant: [CH3:1][C:2]1[CH:7]=[CH:6][C:5]([S:8]([C:11]2[CH:16]=[CH:15][CH:14]=[CH:13][CH:12]=2)(=[O:10])=[O:9])=[CH:4][C:3]=1[S:17]([NH:20][CH2:21][CH2:22][C:23]([O:25]C)=[O:24])(=[O:19])=[O:18].O.[OH-].[Li+]. Product: [C:11]1([S:8]([C:5]2[CH:6]=[CH:7][C:2]([CH3:1])=[C:3]([S:17]([NH:20][CH2:21][CH2:22][C:23]([OH:25])=[O:24])(=[O:18])=[O:19])[CH:4]=2)(=[O:10])=[O:9])[CH:12]=[CH:13][CH:14]=[CH:15][CH:16]=1. The catalyst class is: 132. (6) Reactant: [Br:1][C:2]1[CH:10]=[C:9]2[C:5]([C:6]3[C:14]([C:15]4[C:16]([CH3:32])=[C:17]([NH:21]C(=O)OCC5C=CC=CC=5)[CH:18]=[CH:19][CH:20]=4)=[C:13]([CH3:33])[N:12]=[C:11]([C:34](=[O:36])[NH2:35])[C:7]=3[NH:8]2)=[CH:4][CH:3]=1.I[Si](C)(C)C. Product: [NH2:21][C:17]1[C:16]([CH3:32])=[C:15]([C:14]2[C:6]3[C:5]4[C:9](=[CH:10][C:2]([Br:1])=[CH:3][CH:4]=4)[NH:8][C:7]=3[C:11]([C:34]([NH2:35])=[O:36])=[N:12][C:13]=2[CH3:33])[CH:20]=[CH:19][CH:18]=1. The catalyst class is: 10. (7) Reactant: [C:1]([C:4]1[CH:12]=[CH:11][C:7]([C:8]([OH:10])=O)=[CH:6][C:5]=1[OH:13])(=[O:3])[CH3:2].C(N(C(C)C)CC)(C)C.ON1C2C=CC=CC=2N=N1.CN(C(ON1N=NC2C=CC=CC1=2)=[N+](C)C)C.[B-](F)(F)(F)F.[NH2:55][C:56]1[CH:61]=[CH:60][N:59]=[CH:58][CH:57]=1. Product: [C:1]([C:4]1[CH:12]=[CH:11][C:7]([C:8]([NH:55][C:56]2[CH:61]=[CH:60][N:59]=[CH:58][CH:57]=2)=[O:10])=[CH:6][C:5]=1[OH:13])(=[O:3])[CH3:2]. The catalyst class is: 9.